Dataset: NCI-60 drug combinations with 297,098 pairs across 59 cell lines. Task: Regression. Given two drug SMILES strings and cell line genomic features, predict the synergy score measuring deviation from expected non-interaction effect. (1) Drug 1: CCC1(CC2CC(C3=C(CCN(C2)C1)C4=CC=CC=C4N3)(C5=C(C=C6C(=C5)C78CCN9C7C(C=CC9)(C(C(C8N6C=O)(C(=O)OC)O)OC(=O)C)CC)OC)C(=O)OC)O.OS(=O)(=O)O. Drug 2: CN1C(=O)N2C=NC(=C2N=N1)C(=O)N. Cell line: MOLT-4. Synergy scores: CSS=36.2, Synergy_ZIP=1.12, Synergy_Bliss=5.90, Synergy_Loewe=-60.5, Synergy_HSA=4.77. (2) Drug 1: CCC1(CC2CC(C3=C(CCN(C2)C1)C4=CC=CC=C4N3)(C5=C(C=C6C(=C5)C78CCN9C7C(C=CC9)(C(C(C8N6C)(C(=O)OC)O)OC(=O)C)CC)OC)C(=O)OC)O.OS(=O)(=O)O. Drug 2: COC1=NC(=NC2=C1N=CN2C3C(C(C(O3)CO)O)O)N. Cell line: OVCAR-4. Synergy scores: CSS=4.42, Synergy_ZIP=-1.67, Synergy_Bliss=-1.65, Synergy_Loewe=2.44, Synergy_HSA=-0.844. (3) Drug 1: COC1=C(C=C2C(=C1)N=CN=C2NC3=CC(=C(C=C3)F)Cl)OCCCN4CCOCC4. Drug 2: CCN(CC)CCNC(=O)C1=C(NC(=C1C)C=C2C3=C(C=CC(=C3)F)NC2=O)C. Cell line: T-47D. Synergy scores: CSS=13.4, Synergy_ZIP=0.413, Synergy_Bliss=1.31, Synergy_Loewe=-1.09, Synergy_HSA=-0.517. (4) Drug 2: CC(C)NC(=O)C1=CC=C(C=C1)CNNC.Cl. Cell line: NCIH23. Synergy scores: CSS=32.0, Synergy_ZIP=-0.809, Synergy_Bliss=-5.18, Synergy_Loewe=-37.9, Synergy_HSA=-4.65. Drug 1: CN(CC1=CN=C2C(=N1)C(=NC(=N2)N)N)C3=CC=C(C=C3)C(=O)NC(CCC(=O)O)C(=O)O. (5) Drug 1: CN1C(=O)N2C=NC(=C2N=N1)C(=O)N. Drug 2: CCCCCOC(=O)NC1=NC(=O)N(C=C1F)C2C(C(C(O2)C)O)O. Cell line: UACC62. Synergy scores: CSS=1.96, Synergy_ZIP=-1.38, Synergy_Bliss=-0.781, Synergy_Loewe=0.0486, Synergy_HSA=0.0487. (6) Drug 1: CC1C(C(CC(O1)OC2CC(CC3=C2C(=C4C(=C3O)C(=O)C5=CC=CC=C5C4=O)O)(C(=O)C)O)N)O. Drug 2: CC1C(C(CC(O1)OC2CC(CC3=C2C(=C4C(=C3O)C(=O)C5=C(C4=O)C(=CC=C5)OC)O)(C(=O)CO)O)N)O.Cl. Cell line: NCI-H322M. Synergy scores: CSS=53.7, Synergy_ZIP=5.47, Synergy_Bliss=8.27, Synergy_Loewe=9.29, Synergy_HSA=10.1. (7) Drug 1: C1=CC(=C2C(=C1NCCNCCO)C(=O)C3=C(C=CC(=C3C2=O)O)O)NCCNCCO. Drug 2: CCC(=C(C1=CC=CC=C1)C2=CC=C(C=C2)OCCN(C)C)C3=CC=CC=C3.C(C(=O)O)C(CC(=O)O)(C(=O)O)O. Cell line: HS 578T. Synergy scores: CSS=31.7, Synergy_ZIP=3.58, Synergy_Bliss=2.24, Synergy_Loewe=-19.1, Synergy_HSA=0.917. (8) Drug 1: CC1CCC2CC(C(=CC=CC=CC(CC(C(=O)C(C(C(=CC(C(=O)CC(OC(=O)C3CCCCN3C(=O)C(=O)C1(O2)O)C(C)CC4CCC(C(C4)OC)OCCO)C)C)O)OC)C)C)C)OC. Drug 2: CC(C)NC(=O)C1=CC=C(C=C1)CNNC.Cl. Cell line: A498. Synergy scores: CSS=1.75, Synergy_ZIP=2.31, Synergy_Bliss=-4.92, Synergy_Loewe=-3.03, Synergy_HSA=-3.07. (9) Drug 1: C1CCN(CC1)CCOC2=CC=C(C=C2)C(=O)C3=C(SC4=C3C=CC(=C4)O)C5=CC=C(C=C5)O. Drug 2: CN(CC1=CN=C2C(=N1)C(=NC(=N2)N)N)C3=CC=C(C=C3)C(=O)NC(CCC(=O)O)C(=O)O. Cell line: NCI-H460. Synergy scores: CSS=37.9, Synergy_ZIP=3.65, Synergy_Bliss=6.12, Synergy_Loewe=-17.3, Synergy_HSA=1.07. (10) Drug 1: CN1C(=O)N2C=NC(=C2N=N1)C(=O)N. Drug 2: CC1=C2C(C(=O)C3(C(CC4C(C3C(C(C2(C)C)(CC1OC(=O)C(C(C5=CC=CC=C5)NC(=O)C6=CC=CC=C6)O)O)OC(=O)C7=CC=CC=C7)(CO4)OC(=O)C)O)C)OC(=O)C. Cell line: SN12C. Synergy scores: CSS=14.9, Synergy_ZIP=-3.16, Synergy_Bliss=-3.37, Synergy_Loewe=-34.3, Synergy_HSA=-7.21.